Task: Predict the reaction yield, written as a fraction of the theoretical maximum amount of product (1.0 means a 100% yield; for example, 0.34 means a 34% yield).. Dataset: Reaction yield outcomes from USPTO patents with 853,638 reactions (1) The reactants are [F:1][CH:2]([F:27])[C:3]1[CH:26]=[CH:25][C:6]([O:7][C:8]2[C:13]3[CH:14]=[C:15]([C:17](O)=[O:18])[O:16][C:12]=3[CH:11]=[C:10]([C:20]([O:22][CH2:23][CH3:24])=[O:21])[CH:9]=2)=[CH:5][CH:4]=1.[CH3:28][N:29](C(ON1N=NC2C=CC=NC1=2)=[N+](C)C)[CH3:30].F[P-](F)(F)(F)(F)F.CCN(C(C)C)C(C)C.Cl.CNC. The catalyst is CN(C=O)C.O. The product is [F:1][CH:2]([F:27])[C:3]1[CH:26]=[CH:25][C:6]([O:7][C:8]2[C:13]3[CH:14]=[C:15]([C:17]([N:29]([CH3:30])[CH3:28])=[O:18])[O:16][C:12]=3[CH:11]=[C:10]([C:20]([O:22][CH2:23][CH3:24])=[O:21])[CH:9]=2)=[CH:5][CH:4]=1. The yield is 0.700. (2) The reactants are C[Al](C)C.[F:5][C:6]([F:10])([F:9])[CH2:7][NH2:8].C[O:12][C:13](=O)[C:14]1[CH:19]=[CH:18][C:17]([O:20][CH2:21][C:22]2[C:23]([C:28]3[CH:33]=[CH:32][C:31]([Cl:34])=[CH:30][CH:29]=3)=[N:24][O:25][C:26]=2[CH3:27])=[N:16][CH:15]=1.O. The catalyst is O1CCOCC1. The product is [Cl:34][C:31]1[CH:30]=[CH:29][C:28]([C:23]2[C:22]([CH2:21][O:20][C:17]3[CH:18]=[CH:19][C:14]([C:13]([NH:8][CH2:7][C:6]([F:10])([F:9])[F:5])=[O:12])=[CH:15][N:16]=3)=[C:26]([CH3:27])[O:25][N:24]=2)=[CH:33][CH:32]=1. The yield is 0.770. (3) The reactants are [Cl:1][C:2]1[C:3]([C:11]([CH:13]2[CH2:16][CH2:15][CH2:14]2)=O)=[C:4]2[CH:10]=[CH:9][NH:8][C:5]2=[N:6][CH:7]=1.[NH2:17][NH2:18].CC(O)=O. The catalyst is C(O)C. The product is [Cl:1][C:2]1[C:3]([C:11]([CH:13]2[CH2:16][CH2:15][CH2:14]2)=[N:17][NH2:18])=[C:4]2[CH:10]=[CH:9][NH:8][C:5]2=[N:6][CH:7]=1. The yield is 0.490.